Dataset: Full USPTO retrosynthesis dataset with 1.9M reactions from patents (1976-2016). Task: Predict the reactants needed to synthesize the given product. Given the product [O:12]=[C:6]1[CH:7]=[CH:8][C:9]2[CH:10]=[CH:11][C:2](=[O:1])[N:3]3[C@H:14]([CH2:15][N:16]4[CH2:21][CH2:20][O:19][C@@H:18]([CH2:22][NH:23][C:24](=[O:30])[O:25][C:26]([CH3:28])([CH3:27])[CH3:29])[CH2:17]4)[CH2:13][N:5]1[C:4]=23, predict the reactants needed to synthesize it. The reactants are: [O:1]=[C:2]1[CH:11]=[CH:10][C:9]2[CH2:8][CH2:7][C:6](=[O:12])[N:5]3[CH2:13][C@@H:14]([CH2:15][N:16]4[CH2:21][CH2:20][O:19][C@@H:18]([CH2:22][NH:23][C:24](=[O:30])[O:25][C:26]([CH3:29])([CH3:28])[CH3:27])[CH2:17]4)[N:3]1[C:4]=23.C(C1C(=O)C(Cl)=C(Cl)C(=O)C=1C#N)#N.C([O-])([O-])=O.[K+].[K+].